Dataset: Forward reaction prediction with 1.9M reactions from USPTO patents (1976-2016). Task: Predict the product of the given reaction. (1) Given the reactants C([O-])([O-])=O.[K+].[K+].Br.C([N:15]([CH2:27][C@H:28]1[CH2:37][CH2:36][C:35]2[C:30](=[CH:31][CH:32]=[C:33](Br)[CH:34]=2)[O:29]1)[CH2:16][C@H:17]([OH:26])[CH2:18][O:19][C:20]1[CH:25]=[CH:24][CH:23]=[CH:22][CH:21]=1)C1C=CC=CC=1.[C:39]([C:43]1[CH:48]=[CH:47][C:46](B(O)O)=[CH:45][CH:44]=1)([O:41][CH3:42])=[O:40].C([O-])=O.[Na+].[CH3:56][S:57]([OH:60])(=[O:59])=[O:58], predict the reaction product. The product is: [CH3:56][S:57]([OH:60])(=[O:59])=[O:58].[OH:26][C@H:17]([CH2:18][O:19][C:20]1[CH:21]=[CH:22][CH:23]=[CH:24][CH:25]=1)[CH2:16][NH:15][CH2:27][C@H:28]1[CH2:37][CH2:36][C:35]2[C:30](=[CH:31][CH:32]=[C:33]([C:46]3[CH:47]=[CH:48][C:43]([C:39]([O:41][CH3:42])=[O:40])=[CH:44][CH:45]=3)[CH:34]=2)[O:29]1. (2) Given the reactants [C:1]([O:5][C:6]([NH:8][C@@H:9]([C:14](=O)[CH3:15])[C:10]([O:12]C)=O)=[O:7])([CH3:4])([CH3:3])[CH3:2].[CH:17]1([NH:21][NH:22][CH3:23])[CH2:20][CH2:19][CH2:18]1.C([O-])(=O)C.[Na+], predict the reaction product. The product is: [CH:17]1([N:21]2[C:10](=[O:12])[C:9]([NH:8][C:6](=[O:7])[O:5][C:1]([CH3:2])([CH3:3])[CH3:4])=[C:14]([CH3:15])[N:22]2[CH3:23])[CH2:20][CH2:19][CH2:18]1. (3) Given the reactants CS(O[CH2:6][C:7]1[C:8]([CH3:34])=[N:9][C:10]([CH2:29][C:30]([CH3:33])([CH3:32])[CH3:31])=[C:11]([CH2:20][NH:21][C:22]([O:24][C:25]([CH3:28])([CH3:27])[CH3:26])=[O:23])[C:12]=1[C:13]1[CH:18]=[CH:17][C:16]([CH3:19])=[CH:15][CH:14]=1)(=O)=O.[C-:35]#[N:36].[K+].C(OCC)(=O)C, predict the reaction product. The product is: [C:35]([CH2:6][C:7]1[C:12]([C:13]2[CH:18]=[CH:17][C:16]([CH3:19])=[CH:15][CH:14]=2)=[C:11]([CH2:20][NH:21][C:22](=[O:23])[O:24][C:25]([CH3:27])([CH3:28])[CH3:26])[C:10]([CH2:29][C:30]([CH3:31])([CH3:33])[CH3:32])=[N:9][C:8]=1[CH3:34])#[N:36]. (4) Given the reactants [Cl:1][C:2]1[C:3]([C:26]([O:28][CH2:29][CH3:30])=[O:27])=[CH:4][C:5]2[N:6]([C:9]([CH:16]([CH:18]3[CH2:23][CH2:22][C:21]([F:25])([F:24])[CH2:20][CH2:19]3)O)=[C:10]([C:12]([F:15])([F:14])[CH3:13])[N:11]=2)[C:7]=1[CH3:8].FC(F)(F)C(O)=O.C([SiH](CC)CC)C, predict the reaction product. The product is: [Cl:1][C:2]1[C:3]([C:26]([O:28][CH2:29][CH3:30])=[O:27])=[CH:4][C:5]2[N:6]([C:9]([CH2:16][CH:18]3[CH2:23][CH2:22][C:21]([F:25])([F:24])[CH2:20][CH2:19]3)=[C:10]([C:12]([F:15])([F:14])[CH3:13])[N:11]=2)[C:7]=1[CH3:8].